Dataset: Reaction yield outcomes from USPTO patents with 853,638 reactions. Task: Predict the reaction yield, written as a fraction of the theoretical maximum amount of product (1.0 means a 100% yield; for example, 0.34 means a 34% yield). (1) The reactants are [CH3:1][NH:2][C:3]1[CH:4]=[CH:5][C:6]2[NH:7][C:8]3[C:13]([S:14][C:15]=2[CH:16]=1)=[CH:12][C:11]([NH:17][CH3:18])=[CH:10][CH:9]=3.[C:19](OC(=O)C)(=[O:21])[CH3:20]. The catalyst is N1C=CC=CC=1. The product is [CH3:1][NH:2][C:3]1[CH:4]=[CH:5][C:6]2[N:7]([C:19](=[O:21])[CH3:20])[C:8]3[C:13]([S:14][C:15]=2[CH:16]=1)=[CH:12][C:11]([NH:17][CH3:18])=[CH:10][CH:9]=3. The yield is 0.530. (2) The reactants are [C:1]([C:5]1[N:9]([CH2:10][CH:11]2[CH2:16][CH2:15][O:14][CH2:13][CH2:12]2)[C:8]2[CH:17]=[CH:18][C:19]([S:21](Cl)(=[O:23])=[O:22])=[CH:20][C:7]=2[N:6]=1)([CH3:4])([CH3:3])[CH3:2].[CH2:25]([NH:29][CH3:30])[CH:26]([CH3:28])[CH3:27]. The catalyst is CN(C1C=CN=CC=1)C.CC#N. The product is [C:1]([C:5]1[N:9]([CH2:10][CH:11]2[CH2:16][CH2:15][O:14][CH2:13][CH2:12]2)[C:8]2[CH:17]=[CH:18][C:19]([S:21]([N:29]([CH2:25][CH:26]([CH3:28])[CH3:27])[CH3:30])(=[O:23])=[O:22])=[CH:20][C:7]=2[N:6]=1)([CH3:4])([CH3:3])[CH3:2]. The yield is 0.580. (3) The reactants are [CH3:1][S:2]([C:5]1[N:10]=[CH:9][C:8]([NH:11][C:12]2[C:17]([C:18](=[O:20])[CH3:19])=[C:16]([O:21][CH:22]3[CH2:27][CH2:26][NH:25][CH2:24][CH2:23]3)[N:15]=[CH:14][N:13]=2)=[CH:7][CH:6]=1)(=[O:4])=[O:3].[CH2:28]([O:32][C:33](Cl)=[O:34])[CH:29]([CH3:31])[CH3:30].C(N(CC)CC)C. The catalyst is CN(C=O)C. The product is [CH2:28]([O:32][C:33]([N:25]1[CH2:26][CH2:27][CH:22]([O:21][C:16]2[C:17]([C:18](=[O:20])[CH3:19])=[C:12]([NH:11][C:8]3[CH:9]=[N:10][C:5]([S:2]([CH3:1])(=[O:3])=[O:4])=[CH:6][CH:7]=3)[N:13]=[CH:14][N:15]=2)[CH2:23][CH2:24]1)=[O:34])[CH:29]([CH3:31])[CH3:30]. The yield is 0.650. (4) The reactants are Cl[C:2]1[N:7]=[C:6]([CH3:8])[C:5]([CH:9]([CH2:14][CH2:15][CH3:16])[C:10]([O:12][CH3:13])=[O:11])=[C:4]([C:17]2[CH:22]=[CH:21][C:20]([CH3:23])=[CH:19][CH:18]=2)[N:3]=1.[F:24][C:25]1[CH:30]=[CH:29][CH:28]=[C:27]([F:31])[C:26]=1B(O)O.C(N(CC)C(C)C)(C)C. The catalyst is COCCOC.O.C1C=CC([P]([Pd]([P](C2C=CC=CC=2)(C2C=CC=CC=2)C2C=CC=CC=2)([P](C2C=CC=CC=2)(C2C=CC=CC=2)C2C=CC=CC=2)[P](C2C=CC=CC=2)(C2C=CC=CC=2)C2C=CC=CC=2)(C2C=CC=CC=2)C2C=CC=CC=2)=CC=1. The product is [F:24][C:25]1[CH:30]=[CH:29][CH:28]=[C:27]([F:31])[C:26]=1[C:2]1[N:7]=[C:6]([CH3:8])[C:5]([CH:9]([CH2:14][CH2:15][CH3:16])[C:10]([O:12][CH3:13])=[O:11])=[C:4]([C:17]2[CH:22]=[CH:21][C:20]([CH3:23])=[CH:19][CH:18]=2)[N:3]=1. The yield is 0.160. (5) The reactants are [NH2:1][C:2]1[CH:7]=[CH:6][N:5]=[CH:4][CH:3]=1.C[Al](C)C.C1(C)C=CC=CC=1.[Cl:19][C:20]1[CH:21]=[CH:22][N:23]2[C:28]=1[C:27](=[O:29])[O:26][C:25]([CH2:30][N:31]1[CH:39]=[N:38][C:37]3[C:32]1=[N:33][CH:34]=[N:35][C:36]=3[N:40](C(OC(C)(C)C)=O)[C:41]([O:43][C:44]([CH3:47])([CH3:46])[CH3:45])=[O:42])=[N:24]2.O.O.C(C(C(C([O-])=O)O)O)([O-])=O.[Na+].[Na+]. The catalyst is ClCCl.O. The product is [Cl:19][C:20]1[CH:21]=[CH:22][N:23]([NH:24][C:25](=[O:26])[CH2:30][N:31]2[CH:39]=[N:38][C:37]3[C:32]2=[N:33][CH:34]=[N:35][C:36]=3[NH:40][C:41](=[O:42])[O:43][C:44]([CH3:47])([CH3:45])[CH3:46])[C:28]=1[C:27](=[O:29])[NH:1][C:2]1[CH:7]=[CH:6][N:5]=[CH:4][CH:3]=1. The yield is 0.930.